From a dataset of Full USPTO retrosynthesis dataset with 1.9M reactions from patents (1976-2016). Predict the reactants needed to synthesize the given product. Given the product [CH:36]1[CH:35]=[C:10]([OH:13])[C:34]([OH:40])=[C:39]([OH:25])[C:38](=[O:15])[CH:37]=1, predict the reactants needed to synthesize it. The reactants are: C1(O)C=CC(C2C=C[C:10]([OH:13])=CC=2)=CC=1.[OH-:15].[Na+].ClC1C=CC(S(C2C=CC(Cl)=CC=2)(=O)=[O:25])=CC=1.[C:34]1([OH:40])[CH:39]=[CH:38][CH:37]=[CH:36][CH:35]=1.